This data is from Full USPTO retrosynthesis dataset with 1.9M reactions from patents (1976-2016). The task is: Predict the reactants needed to synthesize the given product. (1) Given the product [CH3:17][Si:18]([CH3:20])([CH3:19])[O:8][C:3]1[CH:2]([CH3:1])[CH2:7][CH2:6][CH2:5][CH:4]=1, predict the reactants needed to synthesize it. The reactants are: [CH3:1][CH:2]1[CH2:7][CH2:6][CH2:5][CH2:4][C:3]1=[O:8].C([N-]C(C)C)(C)C.[Li+].[CH3:17][Si:18](Cl)([CH3:20])[CH3:19]. (2) Given the product [C:1]([O:5][C:6]([NH:8][CH:9]([CH2:16][S:17][C:18]1[CH:19]=[CH:20][CH:21]=[CH:22][CH:23]=1)[CH2:10][CH2:11][C:12]([O:14][CH3:15])=[O:13])=[O:7])([CH3:4])([CH3:2])[CH3:3], predict the reactants needed to synthesize it. The reactants are: [C:1]([O:5][C:6]([NH:8][CH:9]([CH2:16][S:17][C:18]1[CH:23]=[CH:22][CH:21]=[CH:20][CH:19]=1)/[CH:10]=[CH:11]/[C:12]([O:14][CH3:15])=[O:13])=[O:7])([CH3:4])([CH3:3])[CH3:2].CO. (3) Given the product [CH3:14][O:13][CH:12]([O:15][CH3:16])[C:11]1[N:10]=[C:9]2[C:4]([CH2:5][CH2:6][CH2:7][N:8]2[C:17]([NH:19][C:20]2[CH:25]=[CH:24][C:23]([C:26]([F:29])([F:28])[F:27])=[CH:22][N:21]=2)=[O:18])=[CH:3][C:2]=1[CH2:38][OH:39], predict the reactants needed to synthesize it. The reactants are: Br[C:2]1[CH:3]=[C:4]2[C:9](=[N:10][C:11]=1[CH:12]([O:15][CH3:16])[O:13][CH3:14])[N:8]([C:17]([NH:19][C:20]1[CH:25]=[CH:24][C:23]([C:26]([F:29])([F:28])[F:27])=[CH:22][N:21]=1)=[O:18])[CH2:7][CH2:6][CH2:5]2.[Li]CCCC.CN([CH:38]=[O:39])C.[BH4-].[Na+]. (4) Given the product [CH:1]1([N:4]([CH2:18][CH2:19][O:20][CH2:21][C:22]([OH:24])=[O:23])[S:5]([C:8]2[C:13]([CH3:14])=[CH:12][C:11]([O:15][CH3:16])=[CH:10][C:9]=2[CH3:17])(=[O:7])=[O:6])[CH2:2][CH2:3]1, predict the reactants needed to synthesize it. The reactants are: [CH:1]1([N:4]([CH2:18][CH2:19][O:20][CH2:21][C:22]([O:24]C(C)(C)C)=[O:23])[S:5]([C:8]2[C:13]([CH3:14])=[CH:12][C:11]([O:15][CH3:16])=[CH:10][C:9]=2[CH3:17])(=[O:7])=[O:6])[CH2:3][CH2:2]1.C(O)(C(F)(F)F)=O. (5) Given the product [CH:27]1([O:26][C:19]2[C:20]([O:24][CH3:25])=[CH:21][CH:22]=[C:23]3[C:18]=2[O:17][C:16](=[O:32])[CH:15]=[C:14]3[NH:3][C@@H:4]2[CH2:9][CH2:8][C@H:7]([C:10]([OH:12])=[O:11])[CH2:6][CH2:5]2)[CH2:28][CH2:29][CH2:30][CH2:31]1, predict the reactants needed to synthesize it. The reactants are: [H-].[Na+].[NH2:3][C@@H:4]1[CH2:9][CH2:8][C@H:7]([C:10]([OH:12])=[O:11])[CH2:6][CH2:5]1.Cl[C:14]1[C:23]2[C:18](=[C:19]([O:26][CH:27]3[CH2:31][CH2:30][CH2:29][CH2:28]3)[C:20]([O:24][CH3:25])=[CH:21][CH:22]=2)[O:17][C:16](=[O:32])[CH:15]=1.OP([O-])(O)=O.[K+]. (6) Given the product [Cl:1][C:2]1[N:7]=[C:6]([C:8]2[S:12][C:11]([C:13]([CH3:16])([CH3:15])[CH3:14])=[N:10][C:9]=2[C:17]2[C:18]([F:25])=[C:19]([NH:24][S:33]([C:29]3[CH:30]=[CH:31][CH:32]=[C:27]([F:26])[CH:28]=3)(=[O:35])=[O:34])[CH:20]=[CH:21][C:22]=2[F:23])[CH:5]=[CH:4][N:3]=1, predict the reactants needed to synthesize it. The reactants are: [Cl:1][C:2]1[N:7]=[C:6]([C:8]2[S:12][C:11]([C:13]([CH3:16])([CH3:15])[CH3:14])=[N:10][C:9]=2[C:17]2[C:18]([F:25])=[C:19]([NH2:24])[CH:20]=[CH:21][C:22]=2[F:23])[CH:5]=[CH:4][N:3]=1.[F:26][C:27]1[CH:28]=[C:29]([S:33](Cl)(=[O:35])=[O:34])[CH:30]=[CH:31][CH:32]=1. (7) Given the product [C:32]([N:31]([CH2:23][C:14]1[CH:15]=[C:16]([C:19]([F:22])([F:21])[F:20])[CH:17]=[CH:18][C:13]=1[C:7]1[C:8]([O:11][CH3:12])=[CH:9][CH:10]=[C:5]([CH2:4][C:3]([OH:25])=[O:2])[CH:6]=1)[CH:26]1[CH2:30][CH2:29][CH2:28][CH2:27]1)(=[O:34])[CH3:33], predict the reactants needed to synthesize it. The reactants are: C[O:2][C:3](=[O:25])[CH2:4][C:5]1[CH:6]=[C:7]([C:13]2[CH:18]=[CH:17][C:16]([C:19]([F:22])([F:21])[F:20])=[CH:15][C:14]=2[CH:23]=O)[C:8]([O:11][CH3:12])=[CH:9][CH:10]=1.[CH:26]1([NH2:31])[CH2:30][CH2:29][CH2:28][CH2:27]1.[C:32](Cl)(=[O:34])[CH3:33]. (8) Given the product [O:1]1[CH:5]=[C:4]([CH:6]([NH2:20])[CH:7]2[CH2:11][CH2:10][NH:9][CH2:8]2)[N:3]=[CH:2]1, predict the reactants needed to synthesize it. The reactants are: [O:1]1[CH:5]=[C:4]([CH:6]([NH2:20])[CH:7]2[CH2:11][CH2:10][N:9]([C@H](C3C=CC=CC=3)C)[CH2:8]2)[N:3]=[CH:2]1.C([O-])=O.[NH4+]. (9) The reactants are: [C:1]([CH2:4][CH2:5][C:6]1[C:7]([CH3:33])=[C:8](C(O)=O)[NH:9][C:10]=1[CH:11]=[C:12]1[C:20]2[C:15](=[CH:16][C:17]([C:21]3[CH:26]=[CH:25][CH:24]=[C:23]([O:27][CH3:28])[CH:22]=3)=[CH:18][CH:19]=2)[NH:14][C:13]1=[O:29])([OH:3])=[O:2].[OH-].[K+].O.Cl. Given the product [CH3:28][O:27][C:23]1[CH:22]=[C:21]([C:17]2[CH:16]=[C:15]3[C:20]([C:12](=[CH:11][C:10]4[NH:9][CH:8]=[C:7]([CH3:33])[C:6]=4[CH2:5][CH2:4][C:1]([OH:3])=[O:2])[C:13](=[O:29])[NH:14]3)=[CH:19][CH:18]=2)[CH:26]=[CH:25][CH:24]=1, predict the reactants needed to synthesize it.